This data is from Forward reaction prediction with 1.9M reactions from USPTO patents (1976-2016). The task is: Predict the product of the given reaction. (1) Given the reactants [NH2:1][CH2:2][C:3]([OH:5])=[O:4].[OH-].[Na+].[Br:8][C:9]1[CH:16]=[CH:15][C:12]([CH:13]=O)=[CH:11][CH:10]=1.[BH4-].[Na+], predict the reaction product. The product is: [Br:8][C:9]1[CH:16]=[CH:15][C:12]([CH2:13][NH:1][CH2:2][C:3]([OH:5])=[O:4])=[CH:11][CH:10]=1. (2) Given the reactants BrC1C(NC2CCN(CC3C=CC=CC=3)CC2)=NC(NCC2C=CN=CC=2)=NC=1.O[C:31]1[CH:32]=[C:33]([O:37]B(C2C=CC=CC=2)O)[CH:34]=[CH:35][CH:36]=1.[CH2:46]([N:53]1[CH2:58][CH2:57][CH:56]([NH:59][C:60]2[C:65](C3C=CSC=3)=[CH:64][N:63]=[C:62]([NH:71][CH2:72][C:73]3[CH:78]=[CH:77][CH:76]=[CH:75][N:74]=3)[N:61]=2)[CH2:55][CH2:54]1)[C:47]1[CH:52]=[CH:51][CH:50]=[CH:49][CH:48]=1, predict the reaction product. The product is: [CH2:46]([N:53]1[CH2:58][CH2:57][CH:56]([NH:59][C:60]2[C:65]([C:31]3[CH:32]=[C:33]([OH:37])[CH:34]=[CH:35][CH:36]=3)=[CH:64][N:63]=[C:62]([NH:71][CH2:72][C:73]3[CH:78]=[CH:77][CH:76]=[CH:75][N:74]=3)[N:61]=2)[CH2:55][CH2:54]1)[C:47]1[CH:52]=[CH:51][CH:50]=[CH:49][CH:48]=1. (3) Given the reactants [CH2:1]([C:3]1[CH:4]=[CH:5][CH:6]=[C:7]2[C:12]=1[N:11]=[C:10]([C:13]1[CH:18]=[CH:17][C:16]([OH:19])=[CH:15][CH:14]=1)[CH:9]=[C:8]2[C:20]1[CH:25]=[CH:24][CH:23]=[CH:22][CH:21]=1)[CH3:2].C([O-])([O-])=O.[K+].[K+].Cl[CH2:33][C:34]([NH2:36])=[O:35], predict the reaction product. The product is: [CH2:1]([C:3]1[CH:4]=[CH:5][CH:6]=[C:7]2[C:12]=1[N:11]=[C:10]([C:13]1[CH:18]=[CH:17][C:16]([O:19][CH2:33][C:34]([NH2:36])=[O:35])=[CH:15][CH:14]=1)[CH:9]=[C:8]2[C:20]1[CH:25]=[CH:24][CH:23]=[CH:22][CH:21]=1)[CH3:2]. (4) Given the reactants [ClH:1].[N:2]12[CH2:9][CH2:8][CH:5]([CH2:6][CH2:7]1)[CH:4]([NH:10][C:11]([C:13]1[S:14][C:15]3[CH:21]=[CH:20][C:19]([N+:22]([O-])=O)=[CH:18][C:16]=3[CH:17]=1)=[O:12])[CH2:3]2, predict the reaction product. The product is: [ClH:1].[ClH:1].[N:2]12[CH2:7][CH2:6][CH:5]([CH2:8][CH2:9]1)[CH:4]([NH:10][C:11]([C:13]1[S:14][C:15]3[CH:21]=[CH:20][C:19]([NH2:22])=[CH:18][C:16]=3[CH:17]=1)=[O:12])[CH2:3]2. (5) The product is: [C:3]([O-:11])(=[O:10])[C:4]1[CH:9]=[CH:8][CH:7]=[N:6][CH:5]=1.[K+:2]. Given the reactants [OH-].[K+:2].[C:3]([OH:11])(=[O:10])[C:4]1[CH:9]=[CH:8][CH:7]=[N:6][CH:5]=1, predict the reaction product. (6) Given the reactants Br[C:2]1[C:3]([C:23]2[CH:28]=[CH:27][C:26]([Cl:29])=[CH:25][CH:24]=2)=[CH:4][C:5]2[N:6]([C:8]([CH2:11][C:12]3[C:13]([CH3:22])=[N:14][C:15]([C:18]([F:21])([F:20])[F:19])=[CH:16][CH:17]=3)=[N:9][N:10]=2)[CH:7]=1.[CH3:30][C:31]1[CH:36]=[C:35]([CH3:37])[CH:34]=[CH:33][C:32]=1B(O)O.C([O-])([O-])=O.[K+].[K+].ClC1C=CC(C2C(C3C=CC(Cl)=CC=3Cl)=CN3C(CC4C=NC(C(F)(F)F)=CC=4)=NN=C3C=2)=CC=1, predict the reaction product. The product is: [Cl:29][C:26]1[CH:27]=[CH:28][C:23]([C:3]2[C:2]([C:32]3[CH:33]=[CH:34][C:35]([CH3:37])=[CH:36][C:31]=3[CH3:30])=[CH:7][N:6]3[C:8]([CH2:11][C:12]4[C:13]([CH3:22])=[N:14][C:15]([C:18]([F:21])([F:20])[F:19])=[CH:16][CH:17]=4)=[N:9][N:10]=[C:5]3[CH:4]=2)=[CH:24][CH:25]=1. (7) Given the reactants [OH:1][CH:2]1[CH2:7][CH2:6][N:5]([C:8]([O:10][C:11]([CH3:14])([CH3:13])[CH3:12])=[O:9])[CH2:4][CH2:3]1.[H-].[Na+].Br[CH2:18][CH3:19].O, predict the reaction product. The product is: [CH2:18]([O:1][CH:2]1[CH2:3][CH2:4][N:5]([C:8]([O:10][C:11]([CH3:14])([CH3:13])[CH3:12])=[O:9])[CH2:6][CH2:7]1)[CH3:19].